Dataset: NCI-60 drug combinations with 297,098 pairs across 59 cell lines. Task: Regression. Given two drug SMILES strings and cell line genomic features, predict the synergy score measuring deviation from expected non-interaction effect. (1) Drug 1: C1=C(C(=O)NC(=O)N1)F. Drug 2: CS(=O)(=O)OCCCCOS(=O)(=O)C. Cell line: SK-MEL-28. Synergy scores: CSS=29.6, Synergy_ZIP=6.55, Synergy_Bliss=6.95, Synergy_Loewe=-5.14, Synergy_HSA=3.05. (2) Drug 1: CC1=C(C=C(C=C1)NC2=NC=CC(=N2)N(C)C3=CC4=NN(C(=C4C=C3)C)C)S(=O)(=O)N.Cl. Drug 2: CCC1(CC2CC(C3=C(CCN(C2)C1)C4=CC=CC=C4N3)(C5=C(C=C6C(=C5)C78CCN9C7C(C=CC9)(C(C(C8N6C=O)(C(=O)OC)O)OC(=O)C)CC)OC)C(=O)OC)O.OS(=O)(=O)O. Cell line: K-562. Synergy scores: CSS=62.8, Synergy_ZIP=14.6, Synergy_Bliss=13.9, Synergy_Loewe=-2.78, Synergy_HSA=15.7. (3) Drug 1: CN(C)N=NC1=C(NC=N1)C(=O)N. Drug 2: C1=CC(=CC=C1CCCC(=O)O)N(CCCl)CCCl. Cell line: HCC-2998. Synergy scores: CSS=4.84, Synergy_ZIP=-6.96, Synergy_Bliss=-9.43, Synergy_Loewe=-12.9, Synergy_HSA=-9.22. (4) Drug 1: C1CN1C2=NC(=NC(=N2)N3CC3)N4CC4. Drug 2: C1CC(=O)NC(=O)C1N2C(=O)C3=CC=CC=C3C2=O. Cell line: SNB-75. Synergy scores: CSS=25.4, Synergy_ZIP=-7.92, Synergy_Bliss=-2.75, Synergy_Loewe=-18.2, Synergy_HSA=-2.77. (5) Drug 1: C1=CC(=CC=C1CC(C(=O)O)N)N(CCCl)CCCl.Cl. Drug 2: COC1=NC(=NC2=C1N=CN2C3C(C(C(O3)CO)O)O)N. Cell line: LOX IMVI. Synergy scores: CSS=15.8, Synergy_ZIP=-0.0533, Synergy_Bliss=3.06, Synergy_Loewe=-12.8, Synergy_HSA=-1.37. (6) Drug 1: CCC1(CC2CC(C3=C(CCN(C2)C1)C4=CC=CC=C4N3)(C5=C(C=C6C(=C5)C78CCN9C7C(C=CC9)(C(C(C8N6C)(C(=O)OC)O)OC(=O)C)CC)OC)C(=O)OC)O.OS(=O)(=O)O. Drug 2: C1CN(P(=O)(OC1)NCCCl)CCCl. Cell line: HCT-15. Synergy scores: CSS=9.68, Synergy_ZIP=-0.977, Synergy_Bliss=0.185, Synergy_Loewe=5.01, Synergy_HSA=2.02. (7) Drug 1: C1=CN(C(=O)N=C1N)C2C(C(C(O2)CO)O)O.Cl. Drug 2: CCN(CC)CCCC(C)NC1=C2C=C(C=CC2=NC3=C1C=CC(=C3)Cl)OC. Cell line: OVCAR-5. Synergy scores: CSS=36.3, Synergy_ZIP=-6.31, Synergy_Bliss=-3.32, Synergy_Loewe=-2.40, Synergy_HSA=0.0521.